Dataset: TCR-epitope binding with 47,182 pairs between 192 epitopes and 23,139 TCRs. Task: Binary Classification. Given a T-cell receptor sequence (or CDR3 region) and an epitope sequence, predict whether binding occurs between them. (1) The epitope is AYAQKIFKI. The TCR CDR3 sequence is CASSLPGAGGDQPQHF. Result: 0 (the TCR does not bind to the epitope). (2) The TCR CDR3 sequence is CSVVWDEQYF. The epitope is HTTDPSFLGRY. Result: 1 (the TCR binds to the epitope). (3) The epitope is KLWAQCVQL. The TCR CDR3 sequence is CASSYSPNTGELFF. Result: 1 (the TCR binds to the epitope). (4) The epitope is TTLPVNVAF. The TCR CDR3 sequence is CASSLAWSGRNEQFF. Result: 0 (the TCR does not bind to the epitope). (5) The epitope is KPLEFGATSAAL. The TCR CDR3 sequence is CASSQGVSVGGNGELFF. Result: 0 (the TCR does not bind to the epitope).